Dataset: Full USPTO retrosynthesis dataset with 1.9M reactions from patents (1976-2016). Task: Predict the reactants needed to synthesize the given product. (1) Given the product [N+:1]([C:4]1[CH:5]=[CH:6][C:7]([NH:17][C@H:14]2[CH2:15][CH2:16][C@H:11]([NH2:18])[CH2:12][CH2:13]2)=[N:8][CH:9]=1)([O-:3])=[O:2], predict the reactants needed to synthesize it. The reactants are: [N+:1]([C:4]1[CH:5]=[CH:6][C:7](Cl)=[N:8][CH:9]=1)([O-:3])=[O:2].[C@H:11]1([NH2:18])[CH2:16][CH2:15][C@H:14]([NH2:17])[CH2:13][CH2:12]1. (2) Given the product [C:22]([O:21][C:19]([N:10]1[CH2:11][CH:12]2[CH:7]([CH2:6][C:5]3[S:1][CH:2]=[CH:3][C:4]=32)[CH2:8][CH2:9]1)=[O:20])([CH3:25])([CH3:24])[CH3:23], predict the reactants needed to synthesize it. The reactants are: [S:1]1[C:5]2[CH2:6][CH:7]3[CH:12]([C:4]=2[CH:3]=[CH:2]1)[CH2:11][NH:10][CH2:9][CH2:8]3.O.C([O-])(O)=O.[Na+].[C:19](O[C:19]([O:21][C:22]([CH3:25])([CH3:24])[CH3:23])=[O:20])([O:21][C:22]([CH3:25])([CH3:24])[CH3:23])=[O:20]. (3) Given the product [F:33][C:6]1[CH:5]=[N:4][CH:3]=[C:2]([F:1])[C:7]=1[C:8]1[CH:9]=[C:10]2[N:22]=[C:21]([C:23]3[CH:32]=[CH:31][C:26]([C:27]([OH:29])=[O:28])=[CH:25][CH:24]=3)[NH:20][C:11]2=[N:12][C:13]=1[C:14]1[CH:15]=[N:16][CH:17]=[CH:18][CH:19]=1, predict the reactants needed to synthesize it. The reactants are: [F:1][C:2]1[CH:3]=[N:4][CH:5]=[C:6]([F:33])[C:7]=1[C:8]1[CH:9]=[C:10]2[N:22]=[C:21]([C:23]3[CH:32]=[CH:31][C:26]([C:27]([O:29]C)=[O:28])=[CH:25][CH:24]=3)[NH:20][C:11]2=[N:12][C:13]=1[C:14]1[CH:15]=[N:16][CH:17]=[CH:18][CH:19]=1.Cl. (4) The reactants are: [F:1][C:2]1[CH:3]=[C:4]([C:9]2[O:10][C:11]3[C:17]([CH:18]=[CH2:19])=[CH:16][C:15]([OH:20])=[CH:14][C:12]=3[N:13]=2)[CH:5]=[CH:6][C:7]=1[OH:8].C(N(CC)C(C)C)(C)C.[P:30](Cl)([O:35][CH2:36][CH3:37])([O:32][CH2:33][CH3:34])=[O:31]. Given the product [P:30]([O:8][C:7]1[CH:6]=[CH:5][C:4]([C:9]2[O:10][C:11]3[C:17]([CH:18]=[CH2:19])=[CH:16][C:15]([OH:20])=[CH:14][C:12]=3[N:13]=2)=[CH:3][C:2]=1[F:1])([O:35][CH2:36][CH3:37])([O:32][CH2:33][CH3:34])=[O:31], predict the reactants needed to synthesize it. (5) Given the product [NH:18]1[C:19]2[C:15](=[CH:14][C:13]([NH:12][C:1](=[O:11])[CH2:2][CH2:3][C:4]([OH:6])=[O:5])=[CH:21][CH:20]=2)[CH:16]=[N:17]1, predict the reactants needed to synthesize it. The reactants are: [C:1]1(=[O:11])[O:6][C:4](=[O:5])[C:3]2=CC=CC=[C:2]12.[NH2:12][C:13]1[CH:14]=[C:15]2[C:19](=[CH:20][CH:21]=1)[NH:18][N:17]=[CH:16]2. (6) Given the product [Cl:6][CH2:7][C:8]1[N:5]=[C:1]([CH2:2][CH3:3])[S:4][CH:9]=1, predict the reactants needed to synthesize it. The reactants are: [C:1]([NH2:5])(=[S:4])[CH2:2][CH3:3].[Cl:6][CH2:7][C:8](=O)[CH2:9]Cl. (7) Given the product [Cl:24][C:6]1[C:5]2[C:10](=[CH:11][C:12]([O:13][CH2:14][CH2:15][O:16][CH2:17][CH2:18][O:19][CH3:20])=[C:3]([O:2][CH3:1])[CH:4]=2)[N:9]=[CH:8][N:7]=1, predict the reactants needed to synthesize it. The reactants are: [CH3:1][O:2][C:3]1[CH:4]=[C:5]2[C:10](=[CH:11][C:12]=1[O:13][CH2:14][CH2:15][O:16][CH2:17][CH2:18][O:19][CH3:20])[N:9]=[CH:8][NH:7][C:6]2=O.S(Cl)([Cl:24])=O.